From a dataset of Reaction yield outcomes from USPTO patents with 853,638 reactions. Predict the reaction yield, written as a fraction of the theoretical maximum amount of product (1.0 means a 100% yield; for example, 0.34 means a 34% yield). (1) The reactants are C[O:2][C:3](=[O:47])[C:4]1[CH:9]=[CH:8][C:7]([N:10]2[C:14](=[O:15])[C@H:13]3[C@H:16]([C:34]4[CH:39]=[CH:38][CH:37]=[C:36]([Cl:40])[C:35]=4[F:41])[C@:17]([C:26]4[CH:31]=[CH:30][C:29]([Cl:32])=[CH:28][C:27]=4[F:33])([C:24]#[N:25])[C@H:18]([CH2:19][C:20]([CH3:23])([CH3:22])[CH3:21])[N:12]3[C@@H:11]2[CH:42]([CH3:44])[CH3:43])=[CH:6][C:5]=1[O:45][CH3:46].[Li+].[OH-]. The catalyst is C1COCC1.CO.O. The product is [Cl:40][C:36]1[C:35]([F:41])=[C:34]([C@H:16]2[C@H:13]3[N:12]([C@H:11]([CH:42]([CH3:44])[CH3:43])[N:10]([C:7]4[CH:8]=[CH:9][C:4]([C:3]([OH:47])=[O:2])=[C:5]([O:45][CH3:46])[CH:6]=4)[C:14]3=[O:15])[C@@H:18]([CH2:19][C:20]([CH3:23])([CH3:21])[CH3:22])[C@@:17]2([C:26]2[CH:31]=[CH:30][C:29]([Cl:32])=[CH:28][C:27]=2[F:33])[C:24]#[N:25])[CH:39]=[CH:38][CH:37]=1. The yield is 0.449. (2) The yield is 0.797. The product is [CH2:8]([C:7]1[C:2]([NH:1][C:27](=[O:29])[CH3:28])=[N:3][C:4]([CH:25]=[CH2:26])=[C:5]([C:15]2[CH:20]=[CH:19][C:18]([O:21][CH3:22])=[CH:17][C:16]=2[CH:23]=[CH2:24])[N:6]=1)[C:9]1[CH:10]=[CH:11][CH:12]=[CH:13][CH:14]=1. The catalyst is N1C=CC=CC=1.CN(C)C1C=CN=CC=1. The reactants are [NH2:1][C:2]1[C:7]([CH2:8][C:9]2[CH:14]=[CH:13][CH:12]=[CH:11][CH:10]=2)=[N:6][C:5]([C:15]2[CH:20]=[CH:19][C:18]([O:21][CH3:22])=[CH:17][C:16]=2[CH:23]=[CH2:24])=[C:4]([CH:25]=[CH2:26])[N:3]=1.[C:27](Cl)(=[O:29])[CH3:28].O. (3) The reactants are [CH3:1][C:2]1[N:40]=[C:5]2[N:6]([C@H:29]3[CH2:34][CH2:33][C@H:32]([O:35][CH2:36][C:37](=[O:39])[CH3:38])[CH2:31][CH2:30]3)[C:7](=[O:28])[C:8]([CH2:13][C:14]3[CH:19]=[CH:18][C:17]([C:20]4[C:21]([C:26]#[N:27])=[CH:22][CH:23]=[CH:24][CH:25]=4)=[CH:16][CH:15]=3)=[C:9]([CH2:10][CH2:11][CH3:12])[N:4]2[N:3]=1.C(N(C(C)C)CC)(C)C.FC(F)(F)S(O[Si:56]([C:59]([CH3:62])([CH3:61])[CH3:60])([CH3:58])[CH3:57])(=O)=O. The yield is 0.720. The catalyst is C(Cl)Cl.C(OCC)(=O)C. The product is [Si:56]([O:39][C:37](=[CH2:38])[CH2:36][O:35][C@H:32]1[CH2:31][CH2:30][C@H:29]([N:6]2[C:7](=[O:28])[C:8]([CH2:13][C:14]3[CH:15]=[CH:16][C:17]([C:20]4[C:21]([C:26]#[N:27])=[CH:22][CH:23]=[CH:24][CH:25]=4)=[CH:18][CH:19]=3)=[C:9]([CH2:10][CH2:11][CH3:12])[N:4]3[N:3]=[C:2]([CH3:1])[N:40]=[C:5]23)[CH2:34][CH2:33]1)([C:59]([CH3:62])([CH3:61])[CH3:60])([CH3:58])[CH3:57]. (4) The reactants are [N:1]([C@H:4]([C:15]1[N:16]=[C:17]([C:20]2[CH:25]=[CH:24][CH:23]=[CH:22][CH:21]=2)[S:18][CH:19]=1)[CH2:5][C:6]1[CH:11]=[CH:10][C:9]([N+:12]([O-:14])=[O:13])=[CH:8][CH:7]=1)=[C:2]=[S:3].[C:26]([NH:29][NH2:30])(=O)[CH3:27]. The catalyst is CCO. The product is [CH3:27][C:26]1[S:3][C:2]([NH:1][C@H:4]([C:15]2[N:16]=[C:17]([C:20]3[CH:21]=[CH:22][CH:23]=[CH:24][CH:25]=3)[S:18][CH:19]=2)[CH2:5][C:6]2[CH:11]=[CH:10][C:9]([N+:12]([O-:14])=[O:13])=[CH:8][CH:7]=2)=[N:30][N:29]=1. The yield is 0.930. (5) The reactants are [NH2:1][C:2]1[CH:3]=[C:4]([OH:12])[C:5](=[CH:10][CH:11]=1)[C:6]([O:8][CH3:9])=[O:7].[Br:13][C:14]1[S:18][C:17]([S:19](Cl)(=[O:21])=[O:20])=[CH:16][C:15]=1[Cl:23].N1C=CC=CC=1.CCOC(C)=O. The catalyst is CC#N.O. The product is [Br:13][C:14]1[S:18][C:17]([S:19]([NH:1][C:2]2[CH:11]=[CH:10][C:5]([C:6]([O:8][CH3:9])=[O:7])=[C:4]([OH:12])[CH:3]=2)(=[O:21])=[O:20])=[CH:16][C:15]=1[Cl:23]. The yield is 0.610. (6) The reactants are [C:1]([O:5][C:6]([N:8]1[CH2:12][CH2:11][CH2:10][CH:9]1[CH:13]=[CH:14][C:15](OCC)=[O:16])=[O:7])([CH3:4])([CH3:3])[CH3:2].C(Cl)Cl.B(F)(F)F.CCOCC.CC(C[AlH]CC(C)C)C. The catalyst is CCOC(C)=O. The product is [C:1]([O:5][C:6]([N:8]1[CH2:12][CH2:11][CH2:10][CH:9]1[CH:13]=[CH:14][CH2:15][OH:16])=[O:7])([CH3:4])([CH3:3])[CH3:2]. The yield is 0.790.